This data is from Experimentally validated miRNA-target interactions with 360,000+ pairs, plus equal number of negative samples. The task is: Binary Classification. Given a miRNA mature sequence and a target amino acid sequence, predict their likelihood of interaction. (1) The miRNA is hsa-miR-4720-5p with sequence CCUGGCAUAUUUGGUAUAACUU. The protein sequence of the target gene is MAAVVENVVKLLGEQYYKDAMEQCHNYNARLCAERSVRLPFLDSQTGVAQSNCYIWMEKRHRGPGLASGQLYSYPARRWRKKRRAHPPEDPRLSFPSIKPDTDQTLKKEGLISQDGSSLEALLRTDPLEKRGAPDPRVDDDSLGEFPVTNSRARKRILEPDDFLDDLDDEDYEEDTPKRRGKGKSKGKGVGSARKKLDASILEDRDKPYACDICGKRYKNRPGLSYHYAHSHLAEEEGEDKEDSQPPTPVSQRSEEQKSKKGPDGLALPNNYCDFCLGDSKINKKTGQPEELVSCSDCGR.... Result: 1 (interaction). (2) The miRNA is mmu-miR-329-3p with sequence AACACACCCAGCUAACCUUUUU. The protein sequence of the target gene is MEVLQCDGCDFRAPSYEDLKAHIQDVHTAFLQPTDVAEDNDDEPLSGSMNASNQTEVEFSSIKDEFVIAEDLPGQSATALGSGGYYGHSPGYYGQHITPNPKPTNKFFQCKFCVRYFRSKNLLIEHTRKVHGAQAEESPTGPPVPGSLNYNIMMHEGFGKVFSCQFCTYKSPRRARIIKHQKMYHKNSLKESTAPPPAPAPLPDPLVPPVSLQDPCKELPAEVVERSILESMVKPLTKSRGNFCCEWCSYQTPRRERWCDHMMKKHRSMVKILSSIRQQEGPNVSEAQNDNEPSPTSNST.... Result: 1 (interaction). (3) The miRNA is mmu-miR-362-3p with sequence AACACACCUGUUCAAGGAUUCA. The protein sequence of the target gene is MTAPWRRLRSLVWEYWAGFLVCAFWIPDSRGMPHVIRIGGIFEYADGPNAQVMNAEEHAFRFSANIINRNRTLLPNTTLTYDIQRIHFHDSFEATKKACDQLALGVVAIFGPSQGSCTNAVQSICNALEVPHIQLRWKHHPLDNKDTFYVNLYPDYASLSHAILDLVQSLKWRSATVVYDDSTGLIRLQELIMAPSRYNIRLKIRQLPIDSDDSRPLLKEMKRGREFRIIFDCSHTMAAQILKQAMAMGMMTEYYHFIFTTLDLYALDLEPYRYSGVNLTGFRILNVDNPHVSAIVEKWA.... Result: 1 (interaction).